Dataset: TCR-epitope binding with 47,182 pairs between 192 epitopes and 23,139 TCRs. Task: Binary Classification. Given a T-cell receptor sequence (or CDR3 region) and an epitope sequence, predict whether binding occurs between them. (1) Result: 0 (the TCR does not bind to the epitope). The TCR CDR3 sequence is CASSQEQWSGETSNYGYTF. The epitope is GILGFVFTL. (2) The epitope is TPGPGVRYPL. The TCR CDR3 sequence is CASSYSRAPKLENIQYF. Result: 1 (the TCR binds to the epitope). (3) The epitope is ISPRTLNAW. The TCR CDR3 sequence is CASSRYEQYF. Result: 1 (the TCR binds to the epitope). (4) The epitope is IPSINVHHY. The TCR CDR3 sequence is CASSLVASQETQYF. Result: 1 (the TCR binds to the epitope).